From a dataset of Forward reaction prediction with 1.9M reactions from USPTO patents (1976-2016). Predict the product of the given reaction. (1) The product is: [F:9][C:8]([F:11])([F:10])[C:5]1[CH:6]=[CH:7][C:2]([O:21][C:18]2[CH:19]=[CH:20][C:15]([C:14]([OH:22])=[O:13])=[CH:16][CH:17]=2)=[CH:3][CH:4]=1. Given the reactants F[C:2]1[CH:7]=[CH:6][C:5]([C:8]([F:11])([F:10])[F:9])=[CH:4][CH:3]=1.C[O:13][C:14](=[O:22])[C:15]1[CH:20]=[CH:19][C:18]([OH:21])=[CH:17][CH:16]=1, predict the reaction product. (2) Given the reactants [C:1]([O:5][C:6]([N:8]1[CH2:12][C@H:11]([OH:13])[C@H:10]2[N:14]([C:17](=[O:36])[C@@H:18]([NH:23][C:24](=[O:35])[C:25]3[CH:30]=[CH:29][C:28]([C:31]([CH3:34])([CH3:33])[CH3:32])=[CH:27][CH:26]=3)[CH2:19][CH:20]([CH3:22])[CH3:21])[CH2:15][CH2:16][C@@H:9]12)=[O:7])([CH3:4])([CH3:3])[CH3:2].CC(OI1(OC(C)=O)(OC(C)=O)OC(=O)C2C=CC=CC1=2)=O, predict the reaction product. The product is: [C:1]([O:5][C:6]([N:8]1[CH2:12][C:11](=[O:13])[C@H:10]2[N:14]([C:17](=[O:36])[C@@H:18]([NH:23][C:24](=[O:35])[C:25]3[CH:30]=[CH:29][C:28]([C:31]([CH3:34])([CH3:33])[CH3:32])=[CH:27][CH:26]=3)[CH2:19][CH:20]([CH3:22])[CH3:21])[CH2:15][CH2:16][C@@H:9]12)=[O:7])([CH3:2])([CH3:3])[CH3:4]. (3) Given the reactants [Br:1][CH:2]=[CH:3]Br.C([CH:7]1[CH2:12][CH2:11][CH2:10][CH2:9][CH2:8]1)=C, predict the reaction product. The product is: [Br:1]/[CH:2]=[CH:3]\[CH:7]1[CH2:12][CH2:11][CH2:10][CH2:9][CH2:8]1. (4) The product is: [C:27]([O:31][C:32](=[O:54])[NH:33][CH2:34][C:35]1[CH:40]=[CH:39][C:38]([O:41][CH2:42][C:43](=[O:47])[N:44]([CH3:46])[CH3:45])=[C:37]([CH:48]2[CH2:49][CH2:50][N:51]([C:15]([C:7]3[C:8]4[C:13](=[C:12]([CH3:14])[CH:11]=[CH:10][CH:9]=4)[N:5]([CH2:4][CH2:3][O:2][CH3:1])[CH:6]=3)=[O:17])[CH2:52][CH2:53]2)[CH:36]=1)([CH3:30])([CH3:28])[CH3:29]. Given the reactants [CH3:1][O:2][CH2:3][CH2:4][N:5]1[C:13]2[C:8](=[CH:9][CH:10]=[CH:11][C:12]=2[CH3:14])[C:7]([C:15]([OH:17])=O)=[CH:6]1.CCN(C(C)C)C(C)C.[C:27]([O:31][C:32](=[O:54])[NH:33][CH2:34][C:35]1[CH:40]=[CH:39][C:38]([O:41][CH2:42][C:43](=[O:47])[N:44]([CH3:46])[CH3:45])=[C:37]([CH:48]2[CH2:53][CH2:52][NH:51][CH2:50][CH2:49]2)[CH:36]=1)([CH3:30])([CH3:29])[CH3:28].CCN=C=NCCCN(C)C, predict the reaction product.